From a dataset of Catalyst prediction with 721,799 reactions and 888 catalyst types from USPTO. Predict which catalyst facilitates the given reaction. The catalyst class is: 11. Product: [C:37]([Si:34]([CH3:36])([CH3:35])[O:33][CH2:32][C@H:31]([NH:30][C:29](=[O:28])[N:10]([CH2:9][C:5]1[C:6]([Cl:8])=[N:7][C:2]([Cl:1])=[N:3][CH:4]=1)[C:11]1[CH:16]=[CH:15][C:14]([CH2:17][CH3:18])=[CH:13][CH:12]=1)[CH3:41])([CH3:40])([CH3:39])[CH3:38]. Reactant: [Cl:1][C:2]1[N:7]=[C:6]([Cl:8])[C:5]([CH2:9][NH:10][C:11]2[CH:16]=[CH:15][C:14]([CH2:17][CH3:18])=[CH:13][CH:12]=2)=[CH:4][N:3]=1.[N+](C1C=CC([O:28][C:29](=O)[NH:30][C@H:31]([CH3:41])[CH2:32][O:33][Si:34]([C:37]([CH3:40])([CH3:39])[CH3:38])([CH3:36])[CH3:35])=CC=1)([O-])=O.C(N(CC)CC)C.